This data is from Full USPTO retrosynthesis dataset with 1.9M reactions from patents (1976-2016). The task is: Predict the reactants needed to synthesize the given product. Given the product [NH2:26][C:4]1[N:3]=[C:2]([C:34]2[CH:33]=[CH:32][C:29]([C:30]#[N:31])=[C:28]([F:27])[CH:35]=2)[CH:7]=[C:6]([N:8]2[CH2:13][CH2:12][O:11][CH:10]([C:14]3[NH:15][CH:16]=[C:17]([C:19]4[CH:24]=[CH:23][CH:22]=[CH:21][C:20]=4[Cl:25])[N:18]=3)[CH2:9]2)[N:5]=1, predict the reactants needed to synthesize it. The reactants are: Cl[C:2]1[CH:7]=[C:6]([N:8]2[CH2:13][CH2:12][O:11][CH:10]([C:14]3[NH:15][CH:16]=[C:17]([C:19]4[CH:24]=[CH:23][CH:22]=[CH:21][C:20]=4[Cl:25])[N:18]=3)[CH2:9]2)[N:5]=[C:4]([NH2:26])[N:3]=1.[F:27][C:28]1[CH:35]=[C:34](B2OC(C)(C)C(C)(C)O2)[CH:33]=[CH:32][C:29]=1[C:30]#[N:31].C([O-])([O-])=O.[Na+].[Na+].CC#N.